From a dataset of Full USPTO retrosynthesis dataset with 1.9M reactions from patents (1976-2016). Predict the reactants needed to synthesize the given product. (1) Given the product [F:50][C:49]([F:52])([F:51])[C:47]([OH:53])=[O:48].[F:50][C:49]([F:52])([F:51])[C:47]([OH:53])=[O:48].[F:50][C:49]([F:52])([F:51])[C:47]([OH:53])=[O:48].[Cl:1][C:2]1[C:3]([CH3:46])=[C:4]([C:28]2[CH:29]=[N:30][N:31]([CH:33]3[CH2:38][CH2:37][NH:36][CH2:35][CH2:34]3)[CH:32]=2)[C:5]([O:26][CH3:27])=[C:6]([CH:8]([NH:10][C:11]2[N:19]=[CH:18][N:17]=[C:16]3[C:12]=2[N:13]=[CH:14][NH:15]3)[CH3:9])[CH:7]=1, predict the reactants needed to synthesize it. The reactants are: [Cl:1][C:2]1[C:3]([CH3:46])=[C:4]([C:28]2[CH:29]=[N:30][N:31]([CH:33]3[CH2:38][CH2:37][N:36](C(OC(C)(C)C)=O)[CH2:35][CH2:34]3)[CH:32]=2)[C:5]([O:26][CH3:27])=[C:6]([CH:8]([NH:10][C:11]2[N:19]=[CH:18][N:17]=[C:16]3[C:12]=2[N:13]=[CH:14][N:15]3C2CCCCO2)[CH3:9])[CH:7]=1.[C:47]([OH:53])([C:49]([F:52])([F:51])[F:50])=[O:48]. (2) The reactants are: [CH3:1][O:2][C:3]([C:5]1[S:6][C:7](B2OC(C)(C)C(C)(C)O2)=[CH:8][C:9]=1[O:10][CH:11]([C:13]1[CH:18]=[CH:17][CH:16]=[CH:15][C:14]=1[Cl:19])[CH3:12])=[O:4].I[C:30]1[N:34]2[CH:35]=[CH:36][CH:37]=[CH:38][C:33]2=[N:32][CH:31]=1.C([O-])([O-])=O.[K+].[K+]. Given the product [CH3:1][O:2][C:3]([C:5]1[S:6][C:7]([C:30]2[N:34]3[CH:35]=[CH:36][CH:37]=[CH:38][C:33]3=[N:32][CH:31]=2)=[CH:8][C:9]=1[O:10][CH:11]([C:13]1[CH:18]=[CH:17][CH:16]=[CH:15][C:14]=1[Cl:19])[CH3:12])=[O:4], predict the reactants needed to synthesize it. (3) Given the product [CH:1]([N:14]1[CH2:17][C:16](=[O:18])[CH2:15]1)([C:8]1[CH:13]=[CH:12][CH:11]=[CH:10][CH:9]=1)[C:2]1[CH:3]=[CH:4][CH:5]=[CH:6][CH:7]=1, predict the reactants needed to synthesize it. The reactants are: [CH:1]([N:14]1[CH2:17][CH:16]([OH:18])[CH2:15]1)([C:8]1[CH:13]=[CH:12][CH:11]=[CH:10][CH:9]=1)[C:2]1[CH:7]=[CH:6][CH:5]=[CH:4][CH:3]=1.C(N(CC)CC)C.O.C(OCC)(=O)C. (4) Given the product [Cl:1][C:2]1[N:7]=[CH:6][C:5]([O:8][CH2:15][CH3:16])=[CH:4][N:3]=1, predict the reactants needed to synthesize it. The reactants are: [Cl:1][C:2]1[N:7]=[CH:6][C:5]([OH:8])=[CH:4][N:3]=1.C(=O)([O-])[O-].[K+].[K+].[CH2:15](I)[CH3:16].O. (5) Given the product [C:1]1([NH:7][S:8]([C:11]2[CH:12]=[C:13]([CH:17]=[CH:18][C:19]([Cl:22])=[O:21])[CH:14]=[CH:15][CH:16]=2)(=[O:10])=[O:9])[CH:6]=[CH:5][CH:4]=[CH:3][CH:2]=1, predict the reactants needed to synthesize it. The reactants are: [C:1]1([NH:7][S:8]([C:11]2[CH:12]=[C:13]([CH:17]=[CH:18][C:19]([OH:21])=O)[CH:14]=[CH:15][CH:16]=2)(=[O:10])=[O:9])[CH:6]=[CH:5][CH:4]=[CH:3][CH:2]=1.[Cl:22]CCl. (6) Given the product [N+:8]([C:5]1[N:6]=[CH:7][C:2]([N:15]2[CH2:16][C@@H:11]3[CH2:17][C@H:14]2[CH2:13][N:12]3[C:18]([O:20][C:21]([CH3:24])([CH3:23])[CH3:22])=[O:19])=[CH:3][CH:4]=1)([O-:10])=[O:9], predict the reactants needed to synthesize it. The reactants are: Br[C:2]1[CH:3]=[CH:4][C:5]([N+:8]([O-:10])=[O:9])=[N:6][CH:7]=1.[C@H:11]12[CH2:17][C@H:14]([NH:15][CH2:16]1)[CH2:13][N:12]2[C:18]([O:20][C:21]([CH3:24])([CH3:23])[CH3:22])=[O:19]. (7) Given the product [OH:13][CH2:12][C@H:8]1[CH2:9][CH2:10][CH2:11][N:6]([C:4](=[O:5])[CH2:3][CH:2]([CH3:1])[CH3:17])[CH2:7]1, predict the reactants needed to synthesize it. The reactants are: [CH3:1][CH:2]([CH3:17])[CH2:3][C:4]([N:6]1[CH2:11][CH2:10][CH2:9][C@H:8]([C:12](OCC)=[O:13])[CH2:7]1)=[O:5].[Li+].[Cl-].[BH4-].[Na+].C(O)(=O)CC(CC(O)=O)(C(O)=O)O. (8) Given the product [C:1]([NH:5][C:6]1[C:11]([C:12]([NH2:18])=[O:13])=[CH:10][N:9]=[C:8]([S:15][CH3:16])[N:7]=1)([CH3:4])([CH3:3])[CH3:2], predict the reactants needed to synthesize it. The reactants are: [C:1]([NH:5][C:6]1[C:11]([C:12](O)=[O:13])=[CH:10][N:9]=[C:8]([S:15][CH3:16])[N:7]=1)([CH3:4])([CH3:3])[CH3:2].C[N:18](C(ON1N=NC2C=CC=NC1=2)=[N+](C)C)C.F[P-](F)(F)(F)(F)F.Cl.N.CCN(C(C)C)C(C)C.